From a dataset of Reaction yield outcomes from USPTO patents with 853,638 reactions. Predict the reaction yield, written as a fraction of the theoretical maximum amount of product (1.0 means a 100% yield; for example, 0.34 means a 34% yield). (1) The reactants are [CH2:1]([O:8][C:9]1[CH:16]=[CH:15][C:12]([CH:13]=O)=[CH:11][C:10]=1[CH:17]1[CH2:21][CH2:20][CH2:19][CH2:18]1)[C:2]1[CH:7]=[CH:6][CH:5]=[CH:4][CH:3]=1.C1(P(C2C=CC=CC=2)(C2C=CC=CC=2)=[CH:29][C:30]([O:32][CH2:33][CH3:34])=[O:31])C=CC=CC=1. The catalyst is ClCCl. The product is [CH2:1]([O:8][C:9]1[CH:16]=[CH:15][C:12]([CH:13]=[CH:29][C:30]([O:32][CH2:33][CH3:34])=[O:31])=[CH:11][C:10]=1[CH:17]1[CH2:21][CH2:20][CH2:19][CH2:18]1)[C:2]1[CH:7]=[CH:6][CH:5]=[CH:4][CH:3]=1. The yield is 0.810. (2) The reactants are [CH3:1][O:2][CH2:3][CH2:4][O:5][C:6]1[CH:7]=[C:8]2[C:13](=[CH:14][C:15]=1[O:16][CH2:17][CH2:18][O:19][CH3:20])[N:12]=[CH:11][NH:10][C:9]2=O.O=P(Cl)(Cl)[Cl:24]. The product is [Cl:24][C:9]1[C:8]2[C:13](=[CH:14][C:15]([O:16][CH2:17][CH2:18][O:19][CH3:20])=[C:6]([O:5][CH2:4][CH2:3][O:2][CH3:1])[CH:7]=2)[N:12]=[CH:11][N:10]=1. The catalyst is C1(C)C=CC=CC=1. The yield is 0.910. (3) The reactants are C(OCC)(=O)C.[CH2:7]([O:14][C:15]1[CH:20]=[C:19]([C:21]([F:24])([F:23])[F:22])[CH:18]=[C:17]([N+:25]([O-])=O)[CH:16]=1)[C:8]1[CH:13]=[CH:12][CH:11]=[CH:10][CH:9]=1.[Cl-].[Ca+2].[Cl-].C(O)C. The catalyst is O. The product is [CH2:7]([O:14][C:15]1[CH:16]=[C:17]([CH:18]=[C:19]([C:21]([F:22])([F:23])[F:24])[CH:20]=1)[NH2:25])[C:8]1[CH:9]=[CH:10][CH:11]=[CH:12][CH:13]=1. The yield is 0.880. (4) The reactants are [Br:1]Br.[N:3]1[C:8]2[NH:9][C:10](=[O:14])[CH2:11][CH2:12][CH2:13][C:7]=2[CH:6]=[CH:5][CH:4]=1. The catalyst is C(Cl)Cl. The product is [Br:1][C:5]1[CH:4]=[N:3][C:8]2[NH:9][C:10](=[O:14])[CH2:11][CH2:12][CH2:13][C:7]=2[CH:6]=1. The yield is 0.560. (5) The reactants are C(O[C:6]([N:8]([CH2:10][C:11]1[N:16]=[C:15]2[CH:17]=[CH:18][N:19](C(OC(C)(C)C)=O)[C:14]2=[CH:13][CH:12]=1)C)=O)(C)(C)C.[ClH:27].O1CCOCC1. The catalyst is CO.C(Cl)Cl. The product is [ClH:27].[CH3:6][NH:8][CH2:10][C:11]1[N:16]=[C:15]2[CH:17]=[CH:18][NH:19][C:14]2=[CH:13][CH:12]=1. The yield is 0.961. (6) The reactants are [Cl:1][C:2]1[CH:11]=[C:10]2[C:5]([CH:6]=[CH:7][C:8](/[CH:12]=[CH:13]/[C:14]3[CH:15]=[C:16]([C:20](=[O:22])[CH3:21])[CH:17]=[CH:18][CH:19]=3)=[N:9]2)=[CH:4][CH:3]=1.C1(C)C=CC=CC=1.CS(O)(=O)=O.C1C(=O)N([Br:42])C(=O)C1. The catalyst is C(#N)C. The product is [Br:42][CH2:21][C:20]([C:16]1[CH:17]=[CH:18][CH:19]=[C:14](/[CH:13]=[CH:12]/[C:8]2[CH:7]=[CH:6][C:5]3[C:10](=[CH:11][C:2]([Cl:1])=[CH:3][CH:4]=3)[N:9]=2)[CH:15]=1)=[O:22]. The yield is 0.480. (7) The reactants are [NH:1]1[CH:5]=[C:4]([C:6]2[C:7]([C:12]3[CH:17]=[CH:16][CH:15]=[CH:14][CH:13]=3)=[N:8][O:9][C:10]=2[CH3:11])[N:3]=[CH:2]1.[CH3:18][O:19][C:20]([C:22]1[CH:23]=[C:24](B(O)O)[CH:25]=[CH:26][CH:27]=1)=[O:21]. No catalyst specified. The product is [CH3:18][O:19][C:20](=[O:21])[C:22]1[CH:23]=[CH:24][CH:25]=[C:26]([N:1]2[CH:5]=[C:4]([C:6]3[C:7]([C:12]4[CH:13]=[CH:14][CH:15]=[CH:16][CH:17]=4)=[N:8][O:9][C:10]=3[CH3:11])[N:3]=[CH:2]2)[CH:27]=1. The yield is 0.400. (8) The reactants are OCC[C:4]1[O:5][C:6]2[CH:12]=[CH:11][C:10]([C:13]3[CH:20]=[CH:19][C:16]([C:17]#[N:18])=[CH:15][CH:14]=3)=[CH:9][C:7]=2[CH:8]=1.[CH2:21](N(CC)CC)[CH3:22].[CH3:28][S:29](Cl)(=[O:31])=[O:30]. The catalyst is ClCCl. The product is [CH3:21][CH2:22][CH2:28][S:29]([C:4]1[O:5][C:6]2[CH:12]=[CH:11][C:10]([C:13]3[CH:14]=[CH:15][C:16]([C:17]#[N:18])=[CH:19][CH:20]=3)=[CH:9][C:7]=2[CH:8]=1)(=[O:31])=[O:30]. The yield is 0.890. (9) The product is [C:1]([O:4][CH2:5][C:6]1[N:7]=[CH:8][C:9]2[O:20][CH2:21][CH2:22][N:23]([C:24]([O:26][C:27]([CH3:30])([CH3:29])[CH3:28])=[O:25])[C:10]=2[CH:11]=1)(=[O:3])[CH3:2]. The catalyst is C1(C)C=CC=CC=1.C([O-])(=O)C.[Pd+2].C([O-])(=O)C.C1(P(C2C=CC=CC=2)C2C=CC3C(=CC=CC=3)C=2C2C3C(=CC=CC=3)C=CC=2P(C2C=CC=CC=2)C2C=CC=CC=2)C=CC=CC=1. The reactants are [C:1]([O:4][CH2:5][C:6]1[CH:11]=[C:10](OS(C(F)(F)F)(=O)=O)[C:9]([O:20][CH2:21][CH2:22][NH:23][C:24]([O:26][C:27]([CH3:30])([CH3:29])[CH3:28])=[O:25])=[CH:8][N:7]=1)(=[O:3])[CH3:2].C(=O)([O-])[O-].[Cs+].[Cs+]. The yield is 0.790. (10) The reactants are [S:1]([O:8]S(C(F)(F)F)(=O)=O)([C:4]([F:7])([F:6])[F:5])(=[O:3])=[O:2].O[C:17]1[C:18]([N+:28]([O-:30])=[O:29])=[C:19]2[O:27][CH2:26][CH2:25][N:20]2[C:21](=[O:24])[C:22]=1[CH3:23].C(OC(=O)C)C. The catalyst is C(Cl)Cl.CCCCCC. The product is [CH3:23][C:22]1[C:21](=[O:24])[N:20]2[CH2:25][CH2:26][O:27][C:19]2=[C:18]([N+:28]([O-:30])=[O:29])[C:17]=1[O:8][S:1]([C:4]([F:7])([F:6])[F:5])(=[O:3])=[O:2]. The yield is 0.206.